The task is: Regression. Given a peptide amino acid sequence and an MHC pseudo amino acid sequence, predict their binding affinity value. This is MHC class I binding data.. This data is from Peptide-MHC class I binding affinity with 185,985 pairs from IEDB/IMGT. (1) The peptide sequence is IPRNRDNLL. The MHC is HLA-B27:03 with pseudo-sequence HLA-B27:03. The binding affinity (normalized) is 0.0847. (2) The peptide sequence is DPIFLLHHA. The MHC is HLA-B07:02 with pseudo-sequence HLA-B07:02. The binding affinity (normalized) is 0.0641. (3) The peptide sequence is ITLTNRDSM. The MHC is H-2-Kb with pseudo-sequence H-2-Kb. The binding affinity (normalized) is 0.223. (4) The peptide sequence is SARRGQEIL. The MHC is Patr-B0101 with pseudo-sequence Patr-B0101. The binding affinity (normalized) is 0.242. (5) The peptide sequence is YYGKTPMQI. The MHC is HLA-A24:02 with pseudo-sequence HLA-A24:02. The binding affinity (normalized) is 0.873.